Predict which catalyst facilitates the given reaction. From a dataset of Catalyst prediction with 721,799 reactions and 888 catalyst types from USPTO. (1) Reactant: Br[CH:2]([CH3:20])[C:3]([O:5][C:6]([CH3:19])([CH2:8][CH2:9][CH2:10][CH2:11][CH2:12][CH2:13][CH2:14][CH2:15][CH2:16][CH2:17][CH3:18])[CH3:7])=[O:4].C(=O)(O)[O-].[Na+].[CH3:26][NH:27][CH3:28]. Product: [CH3:26][N:27]([CH3:28])[CH:2]([CH3:20])[C:3]([O:5][C:6]([CH3:19])([CH2:8][CH2:9][CH2:10][CH2:11][CH2:12][CH2:13][CH2:14][CH2:15][CH2:16][CH2:17][CH3:18])[CH3:7])=[O:4]. The catalyst class is: 10. (2) The catalyst class is: 1. Reactant: [Br:1][CH:2]1[C:10]2[C:5](=[CH:6][CH:7]=[CH:8][C:9]=2[O:11][CH3:12])[C:4](=[O:13])[O:3]1.[C:14]1([P:20]([C:27]2[CH:32]=[CH:31][CH:30]=[CH:29][CH:28]=2)[C:21]2[CH:26]=[CH:25][CH:24]=[CH:23][CH:22]=2)[CH:19]=[CH:18][CH:17]=[CH:16][CH:15]=1. Product: [Br-:1].[CH3:12][O:11][C:9]1[CH:8]=[CH:7][CH:6]=[C:5]2[C:10]=1[CH:2]([P+:20]([C:21]1[CH:22]=[CH:23][CH:24]=[CH:25][CH:26]=1)([C:27]1[CH:32]=[CH:31][CH:30]=[CH:29][CH:28]=1)[C:14]1[CH:15]=[CH:16][CH:17]=[CH:18][CH:19]=1)[O:3][C:4]2=[O:13]. (3) Reactant: CC(C)([O-])C.[K+].[C:7](#[N:11])[CH2:8][C:9]#[N:10].Br[CH:13](Br)[CH:14]([C:19]1[CH:32]=[CH:31][C:22]([NH:23][C:24](=[O:30])[O:25][C:26]([CH3:29])([CH3:28])[CH3:27])=[C:21]([CH3:33])[CH:20]=1)[C:15]([F:18])([F:17])[F:16]. Product: [C:9]([C:8]1([C:7]#[N:11])[CH2:13][C:14]1([C:19]1[CH:32]=[CH:31][C:22]([NH:23][C:24](=[O:30])[O:25][C:26]([CH3:29])([CH3:28])[CH3:27])=[C:21]([CH3:33])[CH:20]=1)[C:15]([F:16])([F:17])[F:18])#[N:10]. The catalyst class is: 11. (4) Reactant: [F:1][C:2]([F:46])([F:45])[C:3]1[CH:4]=[C:5]([CH:38]=[C:39]([C:41]([F:44])([F:43])[F:42])[CH:40]=1)[CH2:6][N:7]([CH2:14][C:15]1[CH:20]=[C:19]([C:21]([F:24])([F:23])[F:22])[CH:18]=[CH:17][C:16]=1[C@H:25]([N:29]1[CH2:34][CH2:33][CH:32](C(O)=O)[CH2:31][CH2:30]1)[CH:26]([CH3:28])[CH3:27])[C:8]1[N:9]=[N:10][N:11]([CH3:13])[N:12]=1.C(OC(OC(C)(C)C)=O)(OC(C)(C)C)=O.[C:62](=[O:65])([O-])[O-].[NH4+:66].[NH4+].C(=O)(O)[O-].[Na+]. Product: [F:1][C:2]([F:46])([F:45])[C:3]1[CH:4]=[C:5]([CH:38]=[C:39]([C:41]([F:44])([F:43])[F:42])[CH:40]=1)[CH2:6][N:7]([CH2:14][C:15]1[CH:20]=[C:19]([C:21]([F:24])([F:23])[F:22])[CH:18]=[CH:17][C:16]=1[C@H:25]([N:29]1[CH2:34][CH2:33][CH:32]([C:62]([NH2:66])=[O:65])[CH2:31][CH2:30]1)[CH:26]([CH3:28])[CH3:27])[C:8]1[N:9]=[N:10][N:11]([CH3:13])[N:12]=1. The catalyst class is: 859.